This data is from Forward reaction prediction with 1.9M reactions from USPTO patents (1976-2016). The task is: Predict the product of the given reaction. Given the reactants [Br:1][C:2]1[C:11]2[C:6](=[CH:7][CH:8]=[CH:9][CH:10]=2)[C:5](Cl)=[N:4][CH:3]=1.CO.[CH2:15]([NH2:17])[CH3:16], predict the reaction product. The product is: [Br:1][C:2]1[C:11]2[C:6](=[CH:7][CH:8]=[CH:9][CH:10]=2)[C:5]([NH:17][CH2:15][CH3:16])=[N:4][CH:3]=1.